Dataset: Catalyst prediction with 721,799 reactions and 888 catalyst types from USPTO. Task: Predict which catalyst facilitates the given reaction. (1) Reactant: [C:1]([C:5]1[N:9]([CH2:10][CH:11]2[CH2:16][CH2:15][C:14]([F:18])([F:17])[CH2:13][CH2:12]2)[C:8]2[CH:19]=[CH:20][C:21]([S:23](Cl)(=[O:25])=[O:24])=[CH:22][C:7]=2[N:6]=1)([CH3:4])([CH3:3])[CH3:2].FC(F)(F)C([O-])=O.[CH:34]1([NH:37][C:38]([CH:40]2[O:45][CH2:44][CH2:43][NH2+:42][CH2:41]2)=[O:39])[CH2:36][CH2:35]1.CCN(C(C)C)C(C)C. Product: [C:1]([C:5]1[N:9]([CH2:10][CH:11]2[CH2:16][CH2:15][C:14]([F:18])([F:17])[CH2:13][CH2:12]2)[C:8]2[CH:19]=[CH:20][C:21]([S:23]([N:42]3[CH2:43][CH2:44][O:45][C@@H:40]([C:38]([NH:37][CH:34]4[CH2:35][CH2:36]4)=[O:39])[CH2:41]3)(=[O:25])=[O:24])=[CH:22][C:7]=2[N:6]=1)([CH3:4])([CH3:3])[CH3:2]. The catalyst class is: 26. (2) Reactant: C([O:5][C:6](=[O:44])[C:7]1[CH:12]=[CH:11][CH:10]=[CH:9][C:8]=1[NH:13][C:14]([C@H:16]1[C@H:20]([C:21]2[CH:26]=[CH:25][CH:24]=[C:23]([Cl:27])[C:22]=2[F:28])[C@:19]([C:31]2[CH:36]=[CH:35][C:34]([Cl:37])=[CH:33][C:32]=2[F:38])([C:29]#[N:30])[C@H:18]([CH2:39][C:40]([CH3:43])([CH3:42])[CH3:41])[NH:17]1)=[O:15])(C)(C)C. Product: [Cl:27][C:23]1[C:22]([F:28])=[C:21]([C@@H:20]2[C@:19]([C:31]3[CH:36]=[CH:35][C:34]([Cl:37])=[CH:33][C:32]=3[F:38])([C:29]#[N:30])[C@H:18]([CH2:39][C:40]([CH3:43])([CH3:42])[CH3:41])[NH:17][C@H:16]2[C:14]([NH:13][C:8]2[CH:9]=[CH:10][CH:11]=[CH:12][C:7]=2[C:6]([OH:44])=[O:5])=[O:15])[CH:26]=[CH:25][CH:24]=1. The catalyst class is: 137. (3) Reactant: [F:1][C:2]1[CH:18]=[CH:17][CH:16]=[C:15]([F:19])[C:3]=1[CH2:4][O:5][C:6]1[CH:11]=[CH:10][C:9]([CH2:12][C:13]#[N:14])=[CH:8][CH:7]=1.[N-:20]=[N+:21]=[N-:22].[Na+].[NH4+].[Cl-]. Product: [F:1][C:2]1[CH:18]=[CH:17][CH:16]=[C:15]([F:19])[C:3]=1[CH2:4][O:5][C:6]1[CH:7]=[CH:8][C:9]([CH2:12][C:13]2[NH:22][N:21]=[N:20][N:14]=2)=[CH:10][CH:11]=1. The catalyst class is: 3. (4) Reactant: [CH3:1][NH:2][CH2:3][CH2:4][CH2:5][O:6][C:7]1[C:8]([CH3:13])=[N:9][CH:10]=[CH:11][CH:12]=1.[O:14]=[C:15]([OH:27])[C@@H:16]([C@H:18]([C@H:20]([C@@H:22]([C:24]([OH:26])=[O:25])[OH:23])[OH:21])[OH:19])[OH:17].O. Product: [O:14]=[C:15]([OH:27])[C@@H:16]([C@H:18]([C@H:20]([C@@H:22]([C:24]([OH:26])=[O:25])[OH:23])[OH:21])[OH:19])[OH:17].[CH3:1][NH:2][CH2:3][CH2:4][CH2:5][O:6][C:7]1[C:8]([CH3:13])=[N:9][CH:10]=[CH:11][CH:12]=1.[CH3:1][NH:2][CH2:3][CH2:4][CH2:5][O:6][C:7]1[C:8]([CH3:13])=[N:9][CH:10]=[CH:11][CH:12]=1. The catalyst class is: 8. (5) Reactant: [NH:1]1[C:5]([C:6]([O:8][CH3:9])=[O:7])=[C:4]([C:10]([O:12][CH3:13])=[O:11])[N:3]=[CH:2]1.[Br:14]N1C(=O)CCC1=O.O. Product: [Br:14][C:2]1[NH:1][C:5]([C:6]([O:8][CH3:9])=[O:7])=[C:4]([C:10]([O:12][CH3:13])=[O:11])[N:3]=1. The catalyst class is: 10. (6) Reactant: [CH:1]1([CH2:4][NH2:5])[CH2:3][CH2:2]1.C(=O)([O-])[O-].[K+].[K+].[Cl:12][C:13]1[CH:22]=[C:21](F)[CH:20]=[CH:19][C:14]=1[C:15]([O:17][CH3:18])=[O:16]. Product: [Cl:12][C:13]1[CH:22]=[C:21]([NH:5][CH2:4][CH:1]2[CH2:3][CH2:2]2)[CH:20]=[CH:19][C:14]=1[C:15]([O:17][CH3:18])=[O:16]. The catalyst class is: 6. (7) Reactant: O=[C:2]1[CH2:7][CH2:6][CH:5]([N:8]2[C:13](=[O:14])[C:12]([CH2:15][C:16]3[CH:21]=[CH:20][C:19]([C:22]4[CH:27]=[CH:26][CH:25]=[CH:24][C:23]=4[C:28]4[NH:32][C:31](=[O:33])[O:30][N:29]=4)=[CH:18][CH:17]=3)=[C:11]([CH2:34][CH2:35][CH3:36])[N:10]3[N:37]=[CH:38][N:39]=[C:9]23)[CH2:4][CH2:3]1.[NH2:40][O:41][CH2:42][C:43]([CH3:46])([OH:45])[CH3:44].N1C=CC=CC=1.Cl. Product: [OH:45][C:43]([CH3:46])([CH3:44])[CH2:42][O:41][N:40]=[C:2]1[CH2:3][CH2:4][CH:5]([N:8]2[C:13](=[O:14])[C:12]([CH2:15][C:16]3[CH:17]=[CH:18][C:19]([C:22]4[CH:27]=[CH:26][CH:25]=[CH:24][C:23]=4[C:28]4[NH:32][C:31](=[O:33])[O:30][N:29]=4)=[CH:20][CH:21]=3)=[C:11]([CH2:34][CH2:35][CH3:36])[N:10]3[N:37]=[CH:38][N:39]=[C:9]23)[CH2:6][CH2:7]1. The catalyst class is: 69.